From a dataset of Catalyst prediction with 721,799 reactions and 888 catalyst types from USPTO. Predict which catalyst facilitates the given reaction. (1) Reactant: C([O:3][C:4](=[O:28])[CH2:5][CH:6]([CH2:11][N:12]1[CH2:17][CH2:16][O:15][C@H:14]([C:18]2[CH:23]=[CH:22][CH:21]=[C:20]([C:24]([F:27])([F:26])[F:25])[CH:19]=2)[CH2:13]1)[C:7]([F:10])([F:9])[F:8])C.[OH-].[Na+]. Product: [F:10][C:7]([F:8])([F:9])[CH:6]([CH2:11][N:12]1[CH2:17][CH2:16][O:15][C@H:14]([C:18]2[CH:23]=[CH:22][CH:21]=[C:20]([C:24]([F:25])([F:27])[F:26])[CH:19]=2)[CH2:13]1)[CH2:5][C:4]([OH:28])=[O:3]. The catalyst class is: 8. (2) Reactant: [CH3:1][C:2]1[N:7]=[C:6]([C:8]2[CH:13]=[CH:12][CH:11]=[C:10]([C:14]3[CH:15]=[C:16]([S:20](Cl)(=[O:22])=[O:21])[CH:17]=[CH:18][CH:19]=3)[N:9]=2)[CH:5]=[C:4]([C:24]2[CH:29]=[CH:28][C:27]([C:30]([F:33])([F:32])[F:31])=[CH:26][CH:25]=2)[CH:3]=1.[NH:34]1[CH2:39][CH2:38][S:37](=[O:41])(=[O:40])[CH2:36][CH2:35]1.CCN(CC)CC. Product: [O:40]=[S:37]1(=[O:41])[CH2:38][CH2:39][N:34]([S:20]([C:16]2[CH:15]=[C:14]([C:10]3[N:9]=[C:8]([C:6]4[CH:5]=[C:4]([C:24]5[CH:29]=[CH:28][C:27]([C:30]([F:31])([F:33])[F:32])=[CH:26][CH:25]=5)[CH:3]=[C:2]([CH3:1])[N:7]=4)[CH:13]=[CH:12][CH:11]=3)[CH:19]=[CH:18][CH:17]=2)(=[O:22])=[O:21])[CH2:35][CH2:36]1. The catalyst class is: 49. (3) Reactant: [NH2:1][C:2]1[C:7]([N+:8]([O-])=O)=[C:6]([N:11]2[CH2:16][CH2:15][N:14]([CH2:17][C:18]([NH:20][C:21]3[S:22][CH:23]=[CH:24][N:25]=3)=[O:19])[CH2:13][CH2:12]2)[C:5]([Cl:26])=[CH:4][N:3]=1.[CH3:27][N:28]([CH3:37])[C:29]1[CH:36]=[CH:35][C:32]([CH:33]=O)=[CH:31][CH:30]=1.[O-]S(S([O-])=O)=O.[Na+].[Na+]. Product: [Cl:26][C:5]1[C:6]([N:11]2[CH2:16][CH2:15][N:14]([CH2:17][C:18]([NH:20][C:21]3[S:22][CH:23]=[CH:24][N:25]=3)=[O:19])[CH2:13][CH2:12]2)=[C:7]2[N:8]=[C:33]([C:32]3[CH:35]=[CH:36][C:29]([N:28]([CH3:37])[CH3:27])=[CH:30][CH:31]=3)[NH:1][C:2]2=[N:3][CH:4]=1. The catalyst class is: 8. (4) Reactant: O[C@@H:2]([CH2:18][N:19]1[C:28]2[C:23](=[CH:24][CH:25]=[C:26]([O:29]C)[N:27]=2)[CH2:22][CH2:21][C:20]1=[O:31])[CH2:3][N:4]1[CH2:9][CH2:8][CH:7]([NH:10][C:11](=[O:17])[O:12][C:13]([CH3:16])([CH3:15])[CH3:14])[CH2:6][CH2:5]1.CS(OS(C)(=O)=O)(=O)=O.[I-].[Na+]. Product: [O:29]=[C:26]1[CH:25]=[CH:24][C:23]2[CH2:22][CH2:21][C:20](=[O:31])[N:19]3[CH2:18][CH:2]([CH2:3][N:4]4[CH2:5][CH2:6][CH:7]([NH:10][C:11](=[O:17])[O:12][C:13]([CH3:14])([CH3:16])[CH3:15])[CH2:8][CH2:9]4)[N:27]1[C:28]=23. The catalyst class is: 542. (5) Reactant: [F:1][C:2]1[CH:3]=[CH:4][C:5](C#N)=[N:6][CH:7]=1.[CH3:10][Mg]Br.Cl.[C:14](=[O:17])(O)[O-].[Na+]. Product: [F:1][C:2]1[CH:3]=[CH:4][C:5]([C:14](=[O:17])[CH3:10])=[N:6][CH:7]=1. The catalyst class is: 1.